Dataset: Reaction yield outcomes from USPTO patents with 853,638 reactions. Task: Predict the reaction yield, written as a fraction of the theoretical maximum amount of product (1.0 means a 100% yield; for example, 0.34 means a 34% yield). The reactants are C[O:2][C:3]([C:5]1[CH:13]=[C:12]2[C:8]([C:9]([CH:32]3[CH2:37][CH2:36][CH2:35][CH2:34][CH2:33]3)=[C:10]([C:23]3[CH:28]=[CH:27][C:26]([NH2:29])=[C:25]([CH:30]=O)[CH:24]=3)[N:11]2[CH2:14][C:15]([N:17]2[CH2:22][CH2:21][O:20][CH2:19][CH2:18]2)=[O:16])=[CH:7][CH:6]=1)=[O:4].[C:38]1([CH3:47])[CH:43]=[CH:42][CH:41]=[CH:40][C:39]=1[C:44](=O)[CH3:45]. No catalyst specified. The product is [CH:32]1([C:9]2[C:8]3[C:12](=[CH:13][C:5]([C:3]([OH:2])=[O:4])=[CH:6][CH:7]=3)[N:11]([CH2:14][C:15]([N:17]3[CH2:18][CH2:19][O:20][CH2:21][CH2:22]3)=[O:16])[C:10]=2[C:23]2[CH:24]=[C:25]3[C:26](=[CH:27][CH:28]=2)[N:29]=[C:44]([C:39]2[CH:40]=[CH:41][CH:42]=[CH:43][C:38]=2[CH3:47])[CH:45]=[CH:30]3)[CH2:37][CH2:36][CH2:35][CH2:34][CH2:33]1. The yield is 0.0500.